From a dataset of Full USPTO retrosynthesis dataset with 1.9M reactions from patents (1976-2016). Predict the reactants needed to synthesize the given product. (1) The reactants are: [NH2:1][C:2]1[C:11]([N:12]2[CH2:17][CH2:16][O:15][CH2:14][CH2:13]2)=[CH:10][C:9]2[C:4](=[CH:5][CH:6]=[C:7]([C:18]3[C:27]([CH2:28][CH2:29][C:30]([CH3:33])([CH3:32])[CH3:31])=[CH:26][CH:25]=[CH:24][C:19]=3[C:20]([O:22]C)=[O:21])[CH:8]=2)[N:3]=1.[OH-].[Na+].[ClH:36]. Given the product [ClH:36].[NH2:1][C:2]1[C:11]([N:12]2[CH2:13][CH2:14][O:15][CH2:16][CH2:17]2)=[CH:10][C:9]2[C:4](=[CH:5][CH:6]=[C:7]([C:18]3[C:27]([CH2:28][CH2:29][C:30]([CH3:33])([CH3:32])[CH3:31])=[CH:26][CH:25]=[CH:24][C:19]=3[C:20]([OH:22])=[O:21])[CH:8]=2)[N:3]=1, predict the reactants needed to synthesize it. (2) Given the product [Cl:24][C:21]1[CH:22]=[CH:23][C:18]([C:13]2[C:12]([CH2:11][O:10][C:7]3[N:6]=[CH:5][C:4]([C:3]([N:26]4[CH2:31][CH2:30][O:29][CH2:28][CH2:27]4)=[O:25])=[CH:9][CH:8]=3)=[C:16]([CH3:17])[O:15][N:14]=2)=[N:19][CH:20]=1, predict the reactants needed to synthesize it. The reactants are: CO[C:3](=[O:25])[C:4]1[CH:9]=[CH:8][C:7]([O:10][CH2:11][C:12]2[C:13]([C:18]3[CH:23]=[CH:22][C:21]([Cl:24])=[CH:20][N:19]=3)=[N:14][O:15][C:16]=2[CH3:17])=[N:6][CH:5]=1.[NH:26]1[CH2:31][CH2:30][O:29][CH2:28][CH2:27]1.